From a dataset of Forward reaction prediction with 1.9M reactions from USPTO patents (1976-2016). Predict the product of the given reaction. (1) The product is: [CH3:14][O:13][C:8]1[CH:9]=[CH:10][CH:11]=[CH:12][C:7]=1[CH2:6][N:5]1[CH2:4][C:3]2[C:2](=[CH:18][CH:17]=[CH:16][CH:15]=2)[NH:1][C:19]1=[S:20]. Given the reactants [NH2:1][C:2]1[CH:18]=[CH:17][CH:16]=[CH:15][C:3]=1[CH2:4][NH:5][CH2:6][C:7]1[CH:12]=[CH:11][CH:10]=[CH:9][C:8]=1[O:13][CH3:14].[C:19](=S)=[S:20], predict the reaction product. (2) Given the reactants [Cl:1][C:2]1[CH:3]=[C:4]([C:12]2[O:16][N:15]=[C:14]([C:17]3[CH:25]=[C:24]4[C:20]([C:21]([CH2:26][CH2:27][C:28]([O:30]CC)=[O:29])=[CH:22][NH:23]4)=[CH:19][C:18]=3[F:33])[N:13]=2)[CH:5]=[CH:6][C:7]=1[O:8][CH:9]([CH3:11])[CH3:10].[OH-].[Na+].Cl, predict the reaction product. The product is: [Cl:1][C:2]1[CH:3]=[C:4]([C:12]2[O:16][N:15]=[C:14]([C:17]3[CH:25]=[C:24]4[C:20]([C:21]([CH2:26][CH2:27][C:28]([OH:30])=[O:29])=[CH:22][NH:23]4)=[CH:19][C:18]=3[F:33])[N:13]=2)[CH:5]=[CH:6][C:7]=1[O:8][CH:9]([CH3:11])[CH3:10]. (3) Given the reactants [CH2:1]([C:5]1[CH:10]=[CH:9][C:8]([C:11](=[CH2:15])[CH:12]([OH:14])[CH3:13])=[CH:7][CH:6]=1)[CH2:2][CH2:3][CH3:4], predict the reaction product. The product is: [CH2:1]([C:5]1[CH:6]=[CH:7][C:8]([C:11](=[CH2:15])[C:12](=[O:14])[CH3:13])=[CH:9][CH:10]=1)[CH2:2][CH2:3][CH3:4]. (4) Given the reactants C(O[C:6](=O)[N:7]([C@H:9]([C:12](=[O:40])[NH:13][CH:14]([CH:34]1[CH2:39][CH2:38][CH2:37][CH2:36][CH2:35]1)[C:15]([N:17]1[CH2:21][CH2:20][CH2:19][C@H:18]1[C:22]1[N:23]=[N:24][N:25]([CH2:27][C:28]2[CH:33]=[CH:32][CH:31]=[CH:30][CH:29]=2)[N:26]=1)=[O:16])[CH2:10][CH3:11])C)(C)(C)C.[C:42]([OH:48])([C:44]([F:47])([F:46])[F:45])=[O:43], predict the reaction product. The product is: [F:45][C:44]([F:47])([F:46])[C:42]([OH:48])=[O:43].[CH2:27]([N:25]1[N:24]=[N:23][C:22]([C@@H:18]2[CH2:19][CH2:20][CH2:21][N:17]2[C:15](=[O:16])[CH:14]([NH:13][C:12](=[O:40])[C@@H:9]([NH:7][CH3:6])[CH2:10][CH3:11])[CH:34]2[CH2:39][CH2:38][CH2:37][CH2:36][CH2:35]2)=[N:26]1)[C:28]1[CH:33]=[CH:32][CH:31]=[CH:30][CH:29]=1.